This data is from Retrosynthesis with 50K atom-mapped reactions and 10 reaction types from USPTO. The task is: Predict the reactants needed to synthesize the given product. (1) Given the product O=C1NC(=O)C2(CCNCC2)N1c1ccc(F)cc1, predict the reactants needed to synthesize it. The reactants are: O=C1NC(=O)C2(CCN(Cc3ccccc3)CC2)N1c1ccc(F)cc1. (2) The reactants are: COc1c(N2CC3(CC3)C(C)(NC(=O)OC(C)(C)C)C2)c(F)cc2c(=O)c(C(=O)O)cn([C@@H]3C[C@@H]3F)c12. Given the product COc1c(N2CC(C)(N)C3(CC3)C2)c(F)cc2c(=O)c(C(=O)O)cn([C@@H]3C[C@@H]3F)c12, predict the reactants needed to synthesize it.